Predict the reaction yield, written as a fraction of the theoretical maximum amount of product (1.0 means a 100% yield; for example, 0.34 means a 34% yield). From a dataset of Reaction yield outcomes from USPTO patents with 853,638 reactions. (1) The reactants are [F:1][C:2]1[CH:7]=[CH:6][CH:5]=[CH:4][C:3]=1[C:8]1[NH:12][CH:11]=[C:10]([CH:13]=[O:14])[CH:9]=1.[H-].[Na+].C1OCCOCCOCCOCCOC1.Cl.[N:33]1[CH:38]=[CH:37][CH:36]=[C:35]([S:39](Cl)(=[O:41])=[O:40])[CH:34]=1. The catalyst is O1CCCC1.[Cl-].[Na+].O. The product is [F:1][C:2]1[CH:7]=[CH:6][CH:5]=[CH:4][C:3]=1[C:8]1[N:12]([S:39]([C:35]2[CH:34]=[N:33][CH:38]=[CH:37][CH:36]=2)(=[O:41])=[O:40])[CH:11]=[C:10]([CH:13]=[O:14])[CH:9]=1. The yield is 0.820. (2) The reactants are [CH3:1][C:2]1[N:3]([C:13]2[CH:18]=[CH:17][CH:16]=[CH:15][CH:14]=2)[C:4](=[O:12])[C:5]2[CH:11]=[N:10][CH:9]=[CH:8][C:6]=2[N:7]=1.[CH3:19][O:20][C:21]1[C:26]([OH:27])=[C:25]([CH:28]=O)[CH:24]=[CH:23][CH:22]=1. The catalyst is C(O)(=O)C. The product is [OH:27][C:26]1[C:21]([O:20][CH3:19])=[CH:22][CH:23]=[CH:24][C:25]=1/[CH:28]=[CH:1]/[C:2]1[N:3]([C:13]2[CH:14]=[CH:15][CH:16]=[CH:17][CH:18]=2)[C:4](=[O:12])[C:5]2[CH:11]=[N:10][CH:9]=[CH:8][C:6]=2[N:7]=1. The yield is 0.0800. (3) The reactants are [NH:1]1[CH2:5][CH2:4][N:3]=[C:2]1[C:6]1[CH:11]=[CH:10][C:9]([N:12]2[CH2:17][CH2:16][O:15][CH2:14][CH2:13]2)=[CH:8][C:7]=1[NH2:18].[N:19]#[C:20][Br:21]. The catalyst is CC(O)C. The product is [BrH:21].[N:12]1([C:9]2[CH:10]=[CH:11][C:6]3[C:2]4[N:1]([CH2:5][CH2:4][N:3]=4)[C:20]([NH2:19])=[N:18][C:7]=3[CH:8]=2)[CH2:13][CH2:14][O:15][CH2:16][CH2:17]1. The yield is 0.775.